From a dataset of Orexin1 receptor HTS with 218,158 compounds and 233 confirmed actives. Binary Classification. Given a drug SMILES string, predict its activity (active/inactive) in a high-throughput screening assay against a specified biological target. (1) The drug is Fc1c(/C=C\C(=O)c2c(OC(=O)c3ccc([N+]([O-])=O)cc3)cc(OC)cc2)cccc1. The result is 0 (inactive). (2) The compound is S(CCC(=O)N(CC)CC)c1oc(nn1)c1ccncc1. The result is 0 (inactive). (3) The compound is Clc1ccc(C2=NOC(CC3(CCN(CC3)C(=O)Cc3ccc(F)cc3)C(=O)NCC3CCCCC3)C2)cc1. The result is 0 (inactive). (4) The result is 0 (inactive). The drug is o1c2c(c(c1C(=O)N(CC(=O)Nc1cc(OC)ccc1)C)C)ccc1c2cccc1. (5) The compound is Clc1ccc(CNC(=O)COC(=O)CCC(=O)c2ccc(F)cc2)cc1. The result is 0 (inactive). (6) The drug is S1c2c(N(Cc3ccc(cc3)C)C(=O)c3c1cccc3)cc(C(=O)NCCN1CCOCC1)cc2. The result is 0 (inactive). (7) The compound is OC1=C(C(N(Cc2cccnc2)C1=O)c1cc(OC)c(OCC)cc1)C(=O)c1occc1. The result is 0 (inactive).